From a dataset of NCI-60 drug combinations with 297,098 pairs across 59 cell lines. Regression. Given two drug SMILES strings and cell line genomic features, predict the synergy score measuring deviation from expected non-interaction effect. Drug 1: CN(C)N=NC1=C(NC=N1)C(=O)N. Drug 2: C(CN)CNCCSP(=O)(O)O. Cell line: SN12C. Synergy scores: CSS=-0.883, Synergy_ZIP=4.74, Synergy_Bliss=6.23, Synergy_Loewe=4.71, Synergy_HSA=3.38.